Task: Predict the reaction yield, written as a fraction of the theoretical maximum amount of product (1.0 means a 100% yield; for example, 0.34 means a 34% yield).. Dataset: Reaction yield outcomes from USPTO patents with 853,638 reactions (1) The reactants are [CH:1]1([C@@H:4]([NH:11][C@@H](C2C=CC=CC=2)C)[C:5]2([OH:10])[CH2:9][CH:8]=[CH:7][CH2:6]2)[CH2:3][CH2:2]1. The catalyst is CO.[OH-].[OH-].[Pd+2]. The product is [NH2:11][C@H:4]([CH:1]1[CH2:3][CH2:2]1)[C:5]1([OH:10])[CH2:9][CH2:8][CH2:7][CH2:6]1. The yield is 0.900. (2) The reactants are [CH3:1][C:2]1[O:6][N:5]=[C:4]([C:7]2[CH:12]=[CH:11][CH:10]=[CH:9][CH:8]=2)[C:3]=1[CH2:13][O:14][C:15]1[CH:23]=[CH:22][C:18]([C:19]([OH:21])=O)=[CH:17][N:16]=1.[NH2:24][CH2:25][CH2:26][CH:27]([OH:29])[CH3:28]. No catalyst specified. The product is [OH:29][CH:27]([CH3:28])[CH2:26][CH2:25][NH:24][C:19](=[O:21])[C:18]1[CH:22]=[CH:23][C:15]([O:14][CH2:13][C:3]2[C:4]([C:7]3[CH:8]=[CH:9][CH:10]=[CH:11][CH:12]=3)=[N:5][O:6][C:2]=2[CH3:1])=[N:16][CH:17]=1. The yield is 0.900. (3) The reactants are [Cl:1][C:2]1[CH:3]=[C:4]2[C:9](=[C:10]([C:12]3[CH:17]=[CH:16][C:15]([Cl:18])=[C:14]([CH3:19])[CH:13]=3)[CH:11]=1)[O:8][CH:7]([C:20]([F:23])([F:22])[F:21])[C:6]([C:24]([OH:26])=[O:25])=[CH:5]2.[OH-].[Na+:28]. The catalyst is C(O)C. The product is [Cl:1][C:2]1[CH:3]=[C:4]2[C:9](=[C:10]([C:12]3[CH:17]=[CH:16][C:15]([Cl:18])=[C:14]([CH3:19])[CH:13]=3)[CH:11]=1)[O:8][CH:7]([C:20]([F:22])([F:23])[F:21])[C:6]([C:24]([O-:26])=[O:25])=[CH:5]2.[Na+:28]. The yield is 1.00.